Dataset: CYP1A2 inhibition data for predicting drug metabolism from PubChem BioAssay. Task: Regression/Classification. Given a drug SMILES string, predict its absorption, distribution, metabolism, or excretion properties. Task type varies by dataset: regression for continuous measurements (e.g., permeability, clearance, half-life) or binary classification for categorical outcomes (e.g., BBB penetration, CYP inhibition). Dataset: cyp1a2_veith. (1) The compound is Cc1c(OCC(F)(F)F)ccnc1CSc1nc2ccccc2[nH]1. The result is 1 (inhibitor). (2) The drug is CC(=O)N1CCN(S(=O)(=O)c2ccccc2)C1c1ccccc1. The result is 0 (non-inhibitor). (3) The molecule is CN(C)Cc1ccccc1-c1cncnc1NC1CC1. The result is 1 (inhibitor).